The task is: Predict the reactants needed to synthesize the given product.. This data is from Full USPTO retrosynthesis dataset with 1.9M reactions from patents (1976-2016). (1) Given the product [C:1]1([CH3:22])[CH:6]=[C:5]([CH3:7])[CH:4]=[C:3]([CH3:8])[C:2]=1[NH:9][CH:10]([CH:11]([NH:12][C:13]1[C:14]([CH3:21])=[CH:15][C:16]([CH3:20])=[CH:17][C:18]=1[CH3:19])[CH2:28][CH2:29][CH2:30][CH3:31])[CH2:23][CH2:24][CH2:25][CH3:26], predict the reactants needed to synthesize it. The reactants are: [C:1]1([CH3:22])[CH:6]=[C:5]([CH3:7])[CH:4]=[C:3]([CH3:8])[C:2]=1[N:9]=[CH:10][CH:11]=[N:12][C:13]1[C:18]([CH3:19])=[CH:17][C:16]([CH3:20])=[CH:15][C:14]=1[CH3:21].[CH2:23]([Li])[CH2:24][CH2:25][CH3:26].[CH3:28][CH2:29][CH2:30][CH2:31]CC.C(OCC)C. (2) Given the product [CH3:1][O:2][C:3]1[CH:8]=[CH:7][C:6]([CH2:9][CH:10]([NH:12][CH:13]=[O:14])[CH3:11])=[CH:5][CH:4]=1, predict the reactants needed to synthesize it. The reactants are: [CH3:1][O:2][C:3]1[CH:8]=[CH:7][C:6]([CH2:9][CH:10]([NH2:12])[CH3:11])=[CH:5][CH:4]=1.[CH:13](OCC)=[O:14]. (3) The reactants are: [CH3:1][C:2]1([CH3:15])[CH2:13][C:12]2[C:4](=[CH:5][C:6]3[CH:7]=[C:8]([CH3:14])[CH2:9][C:10]=3[CH:11]=2)[CH2:3]1.[Li]CCCC.C1COCC1.[Cl:26][Si:27](Cl)([CH3:29])[CH3:28]. Given the product [Cl:26][Si:27]([CH3:29])([CH3:28])[CH:9]1[C:10]2[C:6](=[CH:5][C:4]3[CH2:3][C:2]([CH3:15])([CH3:1])[CH2:13][C:12]=3[CH:11]=2)[CH:7]=[C:8]1[CH3:14], predict the reactants needed to synthesize it.